This data is from Reaction yield outcomes from USPTO patents with 853,638 reactions. The task is: Predict the reaction yield, written as a fraction of the theoretical maximum amount of product (1.0 means a 100% yield; for example, 0.34 means a 34% yield). The reactants are [C:1]([O:5][C:6]([N:8]1[C:16]2[C:11](=[CH:12][C:13]([CH:17]=[CH:18][C:19](OC)=[O:20])=[CH:14][CH:15]=2)[CH:10]=[C:9]1C)=[O:7])([CH3:4])([CH3:3])[CH3:2].[H-].[H-].[H-].[H-].[Li+].[Al+3]. The catalyst is C1COCC1. The product is [C:1]([O:5][C:6]([N:8]1[C:16]2[C:11](=[CH:12][C:13]([CH:17]=[CH:18][CH2:19][OH:20])=[CH:14][CH:15]=2)[CH:10]=[CH:9]1)=[O:7])([CH3:4])([CH3:3])[CH3:2]. The yield is 0.700.